Dataset: Reaction yield outcomes from USPTO patents with 853,638 reactions. Task: Predict the reaction yield, written as a fraction of the theoretical maximum amount of product (1.0 means a 100% yield; for example, 0.34 means a 34% yield). The reactants are CC(OI1(OC(C)=O)(OC(C)=O)OC(=O)C2C=CC=CC1=2)=O.[CH2:23]([N:30]([CH2:49][CH2:50][OH:51])[C:31]([CH:33]1[C:36]2[CH:37]=[CH:38][C:39]([O:41][CH2:42][C:43]3[CH:48]=[CH:47][CH:46]=[CH:45][CH:44]=3)=[CH:40][C:35]=2[CH2:34]1)=[O:32])[C:24]1[CH:29]=[CH:28][CH:27]=[CH:26][CH:25]=1.C([O-])(O)=O.[Na+].C(OCC)(=O)C. The catalyst is ClCCl.C1(C)C=CC=CC=1. The product is [CH2:23]([N:30]([CH2:49][CH:50]=[O:51])[C:31]([CH:33]1[C:36]2[CH:37]=[CH:38][C:39]([O:41][CH2:42][C:43]3[CH:44]=[CH:45][CH:46]=[CH:47][CH:48]=3)=[CH:40][C:35]=2[CH2:34]1)=[O:32])[C:24]1[CH:29]=[CH:28][CH:27]=[CH:26][CH:25]=1. The yield is 0.760.